Predict the reaction yield, written as a fraction of the theoretical maximum amount of product (1.0 means a 100% yield; for example, 0.34 means a 34% yield). From a dataset of Reaction yield outcomes from USPTO patents with 853,638 reactions. (1) The reactants are [NH2:1][C:2]1[C:7]2[C:8]([C:11]3[CH:16]=[CH:15][C:14]([NH:17][C:18]([C:20]4[N:21]([CH3:29])[C:22]5[C:27]([CH:28]=4)=[CH:26][CH:25]=[CH:24][CH:23]=5)=[O:19])=[C:13]([O:30][CH3:31])[CH:12]=3)=[CH:9][S:10][C:6]=2[C:5](/[CH:32]=[CH:33]/[CH2:34][CH2:35][OH:36])=[CH:4][N:3]=1.[C:37]1([CH3:47])[CH:42]=[CH:41][C:40]([S:43](Cl)(=[O:45])=[O:44])=[CH:39][CH:38]=1.C(N(CC)CC)C.CC1C=CN=C(N)C=1C. The catalyst is ClCCl. The product is [CH3:47][C:37]1[CH:42]=[CH:41][C:40]([S:43]([O:36][CH2:35][CH2:34]/[CH:33]=[CH:32]/[C:5]2[C:6]3[S:10][CH:9]=[C:8]([C:11]4[CH:16]=[CH:15][C:14]([NH:17][C:18]([C:20]5[N:21]([CH3:29])[C:22]6[C:27]([CH:28]=5)=[CH:26][CH:25]=[CH:24][CH:23]=6)=[O:19])=[C:13]([O:30][CH3:31])[CH:12]=4)[C:7]=3[C:2]([NH2:1])=[N:3][CH:4]=2)(=[O:45])=[O:44])=[CH:39][CH:38]=1. The yield is 0.290. (2) The reactants are [CH3:1][S:2](Cl)(=[O:4])=[O:3].[NH2:6][C:7]1[CH:37]=[CH:36][C:10]([CH2:11][N:12]2[C:16](=[O:17])[C:15]3([CH2:22][CH2:21][N:20]([C:23]([O:25][C:26]([CH3:29])([CH3:28])[CH3:27])=[O:24])[CH2:19][CH2:18]3)[N:14]([C:30]3[CH:35]=[CH:34][CH:33]=[CH:32][CH:31]=3)[CH2:13]2)=[CH:9][CH:8]=1.N1C=CC=CC=1. The catalyst is ClCCl. The product is [CH3:1][S:2]([NH:6][C:7]1[CH:8]=[CH:9][C:10]([CH2:11][N:12]2[C:16](=[O:17])[C:15]3([CH2:22][CH2:21][N:20]([C:23]([O:25][C:26]([CH3:29])([CH3:28])[CH3:27])=[O:24])[CH2:19][CH2:18]3)[N:14]([C:30]3[CH:31]=[CH:32][CH:33]=[CH:34][CH:35]=3)[CH2:13]2)=[CH:36][CH:37]=1)(=[O:4])=[O:3]. The yield is 0.920. (3) The reactants are [CH3:1][C:2]1[N:7]=[CH:6][C:5]([NH2:8])=[C:4]([NH:9][C:10]2[CH:15]=[N:14][CH:13]=[CH:12][N:11]=2)[CH:3]=1.C(O)(=O)C.[N:20](OC(C)(C)C)=O. The catalyst is C1COCC1. The product is [CH3:1][C:2]1[N:7]=[CH:6][C:5]2[N:8]=[N:20][N:9]([C:10]3[CH:15]=[N:14][CH:13]=[CH:12][N:11]=3)[C:4]=2[CH:3]=1. The yield is 0.250.